This data is from Catalyst prediction with 721,799 reactions and 888 catalyst types from USPTO. The task is: Predict which catalyst facilitates the given reaction. Reactant: [F:1][C:2]([F:18])([F:17])[C:3]1[CH:8]=[CH:7][C:6]([C:9]2[N:14]=[C:13]([CH:15]=[O:16])[CH:12]=[CH:11][CH:10]=2)=[CH:5][CH:4]=1.[CH2:19]([Mg]Br)[CH2:20][CH2:21][CH2:22][CH3:23]. Product: [F:18][C:2]([F:17])([F:1])[C:3]1[CH:4]=[CH:5][C:6]([C:9]2[N:14]=[C:13]([CH:15]([OH:16])[CH2:19][CH2:20][CH2:21][CH2:22][CH3:23])[CH:12]=[CH:11][CH:10]=2)=[CH:7][CH:8]=1. The catalyst class is: 691.